This data is from Catalyst prediction with 721,799 reactions and 888 catalyst types from USPTO. The task is: Predict which catalyst facilitates the given reaction. (1) Reactant: [CH2:1]([N:3]([CH2:29][CH3:30])[CH:4]1[CH2:8][CH2:7][N:6]([C:9]([C:11]2[C:15]([CH3:16])=[C:14]([C:17]3[CH:22]=[CH:21][CH:20]=[C:19]([C:23]#[C:24][Si](C)(C)C)[CH:18]=3)[NH:13][N:12]=2)=[O:10])[CH2:5]1)[CH3:2].[F-].C([N+](CCCC)(CCCC)CCCC)CCC. Product: [CH2:29]([N:3]([CH2:1][CH3:2])[CH:4]1[CH2:8][CH2:7][N:6]([C:9]([C:11]2[C:15]([CH3:16])=[C:14]([C:17]3[CH:22]=[CH:21][CH:20]=[C:19]([C:23]#[CH:24])[CH:18]=3)[NH:13][N:12]=2)=[O:10])[CH2:5]1)[CH3:30]. The catalyst class is: 1. (2) Reactant: [F:1][C:2]1[CH:7]=[C:6]([F:8])[CH:5]=[CH:4][C:3]=1[C:9]([OH:35])([CH2:28][N:29]1[C:33](=[S:34])[NH:32][N:31]=[N:30]1)[C:10]([C:13]1[N:18]=[CH:17][C:16]([O:19][C:20]2[CH:27]=[CH:26][C:23]([C:24]#[N:25])=[CH:22][CH:21]=2)=[CH:15][CH:14]=1)([F:12])[F:11].[H-].[Na+].N#N.[CH3:40]I. Product: [F:1][C:2]1[CH:7]=[C:6]([F:8])[CH:5]=[CH:4][C:3]=1[C:9]([OH:35])([CH2:28][N:29]1[C:33]([S:34][CH3:40])=[N:32][N:31]=[N:30]1)[C:10]([C:13]1[N:18]=[CH:17][C:16]([O:19][C:20]2[CH:21]=[CH:22][C:23]([C:24]#[N:25])=[CH:26][CH:27]=2)=[CH:15][CH:14]=1)([F:12])[F:11]. The catalyst class is: 1. (3) Reactant: [Cl:1][C:2]1[CH:28]=[C:27]([Cl:29])[CH:26]=[CH:25][C:3]=1[CH2:4][O:5][C@@H:6]1[C@@H:12]([CH2:13][O:14][CH2:15][C:16]2[CH:21]=[CH:20][C:19]([Cl:22])=[CH:18][C:17]=2[Cl:23])[O:11][C@H:8](OC)[C@@H:7]1[OH:24].Br.[CH3:31][C:32](O)=O.[Na].[NH2:36][C:37]1[N:45]=[C:44]2[C:40]([N:41]=[CH:42][NH:43]2)=[C:39]([Cl:46])[N:38]=1.[H-].[Na+]. Product: [NH2:36][C:37]1[N:45]=[C:44]2[C:40]([N:41]=[CH:42][N:43]2[C@@H:8]2[O:11][C@H:12]([CH2:13][O:14][CH2:15][C:16]3[CH:21]=[CH:20][C:19]([Cl:22])=[CH:18][C:17]=3[Cl:23])[C@@H:6]([O:5][CH2:4][C:3]3[CH:25]=[CH:26][C:27]([Cl:29])=[CH:28][C:2]=3[Cl:1])[C@@:7]2([CH:31]=[CH2:32])[OH:24])=[C:39]([Cl:46])[N:38]=1. The catalyst class is: 545. (4) Reactant: [C:1]([N:8]1[CH2:13][CH2:12][C:11]([CH3:24])([C:14]2[CH:19]=[CH:18][CH:17]=[C:16]([C:20](OC)=[O:21])[CH:15]=2)[CH:10]([CH3:25])[CH2:9]1)(=O)[CH2:2][CH2:3][CH2:4][CH2:5][CH3:6].[H-].[Al+3].[Li+].[H-].[H-].[H-]. Product: [CH2:1]([N:8]1[CH2:13][CH2:12][C:11]([CH3:24])([C:14]2[CH:19]=[CH:18][CH:17]=[C:16]([CH2:20][OH:21])[CH:15]=2)[CH:10]([CH3:25])[CH2:9]1)[CH2:2][CH2:3][CH2:4][CH2:5][CH3:6]. The catalyst class is: 7. (5) Reactant: CS(Cl)(=O)=[O:3].Cl[C:7]1[N:12]=[C:11]([N:13]([CH3:18])[C@@H:14]([CH3:17])[CH2:15]O)[CH:10]=[C:9]([Cl:19])[N:8]=1.C(N(CC)CC)C. Product: [Cl:19][C:9]1[CH:10]=[C:11]2[N:13]([CH3:18])[C@@H:14]([CH3:17])[CH2:15][N:12]2[C:7](=[O:3])[N:8]=1. The catalyst class is: 7.